From a dataset of TCR-epitope binding with 47,182 pairs between 192 epitopes and 23,139 TCRs. Binary Classification. Given a T-cell receptor sequence (or CDR3 region) and an epitope sequence, predict whether binding occurs between them. (1) The epitope is TLVPQEHYV. Result: 0 (the TCR does not bind to the epitope). The TCR CDR3 sequence is CASSLGGPYEQYF. (2) The epitope is KTSVDCTMYI. The TCR CDR3 sequence is CASSREISGEKLFF. Result: 0 (the TCR does not bind to the epitope). (3) The epitope is NLWNTFTRL. The TCR CDR3 sequence is CATEDLNTGELFF. Result: 0 (the TCR does not bind to the epitope). (4) Result: 0 (the TCR does not bind to the epitope). The TCR CDR3 sequence is CASSLTGGGKLFF. The epitope is VSFIEFVGW. (5) The epitope is TVYDPLQPELDSFK. The TCR CDR3 sequence is CASRSKTGSKQPQHF. Result: 0 (the TCR does not bind to the epitope). (6) The epitope is KTSVDCTMYI. Result: 1 (the TCR binds to the epitope). The TCR CDR3 sequence is CASSLGVGQLYEQYF. (7) The epitope is GLIYNRMGAVTTEV. The TCR CDR3 sequence is CASSLQGLGNTIYF. Result: 0 (the TCR does not bind to the epitope).